Regression/Classification. Given a drug SMILES string, predict its absorption, distribution, metabolism, or excretion properties. Task type varies by dataset: regression for continuous measurements (e.g., permeability, clearance, half-life) or binary classification for categorical outcomes (e.g., BBB penetration, CYP inhibition). Dataset: cyp1a2_veith. From a dataset of CYP1A2 inhibition data for predicting drug metabolism from PubChem BioAssay. (1) The molecule is CC(C)CC(=O)N1CCN(Cc2cccc(F)c2)CC1. The result is 0 (non-inhibitor). (2) The molecule is CC[C@@H]1CN2CCc3cc(OC)c(OC)cc3[C@H]2C[C@@H]1C[C@H]1NCCc2cc(OC)c(OC)cc21. The result is 0 (non-inhibitor). (3) The molecule is COc1ccc(C2CC(=O)CC(=O)C2n2cncn2)cc1. The result is 0 (non-inhibitor). (4) The compound is Cc1ccc(C(=O)OCCc2c(C)[nH]n(-c3ccccc3)c2=O)cc1. The result is 1 (inhibitor). (5) The compound is Cc1cc(OC(=O)c2ccccc2Cl)cc(=O)n1C. The result is 1 (inhibitor).